This data is from Full USPTO retrosynthesis dataset with 1.9M reactions from patents (1976-2016). The task is: Predict the reactants needed to synthesize the given product. (1) Given the product [C:32]([O:31][CH:12]([O:11][C:8](=[O:10])[CH3:9])[C:13]1[CH:14]=[CH:15][C:16]([O:19][CH2:20][CH2:21][CH2:22][CH2:23][CH:24]([OH:25])[CH2:28][OH:27])=[CH:17][CH:18]=1)(=[O:34])[CH3:33], predict the reactants needed to synthesize it. The reactants are: FC(F)(F)C(O)=O.[C:8]([O:11][CH:12]([O:31][C:32](=[O:34])[CH3:33])[C:13]1[CH:18]=[CH:17][C:16]([O:19][CH2:20][CH2:21][CH2:22][CH2:23][CH:24]2[CH2:28][O:27]C(C)(C)[O:25]2)=[CH:15][CH:14]=1)(=[O:10])[CH3:9]. (2) The reactants are: Cl[C:2]1[C:7]([C:8]([O:10][CH2:11][CH3:12])=[O:9])=[CH:6][N:5]=[C:4]([Cl:13])[CH:3]=1.[NH2:14][C@H:15]1[CH2:20][CH2:19][CH2:18][CH:17]([OH:21])[CH2:16]1.C(O)(C(F)(F)F)=O. Given the product [Cl:13][C:4]1[CH:3]=[C:2]([NH:14][CH:15]2[CH2:20][CH2:19][CH2:18][CH:17]([OH:21])[CH2:16]2)[C:7]([C:8]([O:10][CH2:11][CH3:12])=[O:9])=[CH:6][N:5]=1, predict the reactants needed to synthesize it. (3) Given the product [Br:26][CH2:23][C:3]1[CH:4]=[C:5]([C:8]2[C:13]([CH3:14])=[CH:12][C:11]([O:15][CH2:16][CH2:17][CH2:18][S:19]([CH3:22])(=[O:21])=[O:20])=[N:10][CH:9]=2)[CH:6]=[CH:7][C:2]=1[F:1], predict the reactants needed to synthesize it. The reactants are: [F:1][C:2]1[CH:7]=[CH:6][C:5]([C:8]2[CH:9]=[N:10][C:11]([O:15][CH2:16][CH2:17][CH2:18][S:19]([CH3:22])(=[O:21])=[O:20])=[CH:12][C:13]=2[CH3:14])=[CH:4][C:3]=1[CH2:23]O.P(Br)(Br)[Br:26]. (4) Given the product [NH2:21][C:18]1[CH:19]=[CH:20][C:15]2[O:14][CH2:13][CH:12]([CH2:24][OH:25])[N:11]([S:8]([C:5]3[CH:6]=[CH:7][C:2]([F:1])=[CH:3][CH:4]=3)(=[O:9])=[O:10])[C:16]=2[CH:17]=1, predict the reactants needed to synthesize it. The reactants are: [F:1][C:2]1[CH:7]=[CH:6][C:5]([S:8]([N:11]2[C:16]3[CH:17]=[C:18]([N+:21]([O-])=O)[CH:19]=[CH:20][C:15]=3[O:14][CH2:13][CH:12]2[CH2:24][OH:25])(=[O:10])=[O:9])=[CH:4][CH:3]=1. (5) The reactants are: [C:1]([O:5][C:6]([NH:8][C@H:9]([CH2:26][C:27]1[CH:32]=[CH:31][C:30]([NH:33]C(OCC2C3C=CC=CC=3C3C2=CC=CC=3)=O)=[CH:29][CH:28]=1)[C:10]([NH:12][C@@H:13]([CH:23]([CH3:25])[CH3:24])[CH2:14][O:15][CH2:16][CH2:17][C:18]([O:20]CC)=[O:19])=[O:11])=[O:7])([CH3:4])([CH3:3])[CH3:2].[Li+].[OH-].Cl. Given the product [NH2:33][C:30]1[CH:31]=[CH:32][C:27]([CH2:26][C@@H:9]([NH:8][C:6]([O:5][C:1]([CH3:3])([CH3:2])[CH3:4])=[O:7])[C:10]([NH:12][C@@H:13]([CH:23]([CH3:25])[CH3:24])[CH2:14][O:15][CH2:16][CH2:17][C:18]([OH:20])=[O:19])=[O:11])=[CH:28][CH:29]=1, predict the reactants needed to synthesize it. (6) The reactants are: [NH:1]1[CH2:6][CH2:5][O:4][CH2:3][CH2:2]1.[O:7]1[C:11]2([CH2:16][CH2:15][CH2:14][CH2:13][CH:12]2[C:17](Cl)=[O:18])[O:10][CH2:9][CH2:8]1.C1(C)C=CC=CC=1. Given the product [O:7]1[C:11]2([CH2:16][CH2:15][CH2:14][CH2:13][CH:12]2[C:17]([N:1]2[CH2:6][CH2:5][O:4][CH2:3][CH2:2]2)=[O:18])[O:10][CH2:9][CH2:8]1, predict the reactants needed to synthesize it. (7) Given the product [C:1]([O:5][C:6]([N:8]1[CH2:26][CH2:25][CH:11]2[N:12]([CH3:24])[C:13]3[C:14]([C:20]([F:23])([F:22])[F:21])=[CH:15][C:16]([NH:27][C:28]4[CH:33]=[CH:32][CH:31]=[CH:30][N:29]=4)=[CH:17][C:18]=3[CH:10]2[CH2:9]1)=[O:7])([CH3:4])([CH3:3])[CH3:2], predict the reactants needed to synthesize it. The reactants are: [C:1]([O:5][C:6]([N:8]1[CH2:26][CH2:25][CH:11]2[N:12]([CH3:24])[C:13]3[C:14]([C:20]([F:23])([F:22])[F:21])=[CH:15][C:16](Br)=[CH:17][C:18]=3[CH:10]2[CH2:9]1)=[O:7])([CH3:4])([CH3:3])[CH3:2].[NH2:27][C:28]1[CH:33]=[CH:32][CH:31]=[CH:30][N:29]=1.CC([O-])(C)C.[Na+].C1(P(C2C=CC=CC=2)C2C=CC3C(=CC=CC=3)C=2C2C3C(=CC=CC=3)C=CC=2P(C2C=CC=CC=2)C2C=CC=CC=2)C=CC=CC=1. (8) Given the product [CH2:16]([C:15]([C:12]1[CH:13]=[CH:14][C:9]([O:8][CH2:7][C:6](=[O:36])[CH2:5][CH2:4][C:3]([OH:37])=[O:2])=[C:10]([CH3:35])[CH:11]=1)([C:18]1[CH:23]=[CH:22][C:21](/[CH:24]=[CH:25]/[C:26]([CH2:27][CH3:28])([OH:29])[CH2:30][CH3:31])=[C:20]([CH3:32])[CH:19]=1)[CH2:33][CH3:34])[CH3:17], predict the reactants needed to synthesize it. The reactants are: C[O:2][C:3](=[O:37])[CH2:4][CH2:5][C:6](=[O:36])[CH2:7][O:8][C:9]1[CH:14]=[CH:13][C:12]([C:15]([CH2:33][CH3:34])([C:18]2[CH:23]=[CH:22][C:21]([CH:24]=[CH:25][C:26]([CH2:30][CH3:31])([OH:29])[CH2:27][CH3:28])=[C:20]([CH3:32])[CH:19]=2)[CH2:16][CH3:17])=[CH:11][C:10]=1[CH3:35].C1COCC1.[OH-].[K+]. (9) Given the product [OH:2][C:3]1[CH:8]=[C:7]([CH3:9])[C:6]2[CH2:10][O:11][C@@H:12]3[C@H:16]([C:5]=2[CH:4]=1)[CH2:15][N:14]([C:17]([O:19][CH2:20][CH3:21])=[O:18])[CH2:13]3, predict the reactants needed to synthesize it. The reactants are: C[O:2][C:3]1[CH:8]=[C:7]([CH3:9])[C:6]2[CH2:10][O:11][C@@H:12]3[C@H:16]([C:5]=2[CH:4]=1)[CH2:15][N:14]([C:17]([O:19][CH2:20][CH3:21])=[O:18])[CH2:13]3.B(Br)(Br)Br.